From a dataset of Merck oncology drug combination screen with 23,052 pairs across 39 cell lines. Regression. Given two drug SMILES strings and cell line genomic features, predict the synergy score measuring deviation from expected non-interaction effect. (1) Drug 1: COC12C(COC(N)=O)C3=C(C(=O)C(C)=C(N)C3=O)N1CC1NC12. Drug 2: COC1CC2CCC(C)C(O)(O2)C(=O)C(=O)N2CCCCC2C(=O)OC(C(C)CC2CCC(OP(C)(C)=O)C(OC)C2)CC(=O)C(C)C=C(C)C(O)C(OC)C(=O)C(C)CC(C)C=CC=CC=C1C. Cell line: SKOV3. Synergy scores: synergy=34.5. (2) Drug 1: N.N.O=C(O)C1(C(=O)O)CCC1.[Pt]. Drug 2: O=C(NOCC(O)CO)c1ccc(F)c(F)c1Nc1ccc(I)cc1F. Cell line: ES2. Synergy scores: synergy=-3.51.